Predict the reactants needed to synthesize the given product. From a dataset of Full USPTO retrosynthesis dataset with 1.9M reactions from patents (1976-2016). (1) Given the product [Cl:31][C:32]1[C:33]([NH:61][C@@H:62]2[CH2:67][CH2:66][CH2:65][CH2:64][C@H:63]2[NH:68][S:69]([CH3:72])(=[O:70])=[O:71])=[N:34][C:35]([NH:38][C:39]2[C:40]([O:59][CH3:60])=[CH:41][C:42]3[C:48]([CH3:50])([CH3:49])[N:47]([C:51](=[O:56])[C:52]([F:54])([F:53])[F:55])[CH2:46][C:45](=[O:57])[NH:44][C:43]=3[CH:58]=2)=[N:36][CH:37]=1, predict the reactants needed to synthesize it. The reactants are: NC1C(OC)=CC2C(C)(C)N(C(=O)C(F)(F)F)CC(=O)NC=2C=1.OC(C(F)(F)F)=O.[Cl:31][C:32]1[C:33]([NH:61][C@@H:62]2[CH2:67][CH2:66][CH2:65][CH2:64][C@H:63]2[NH:68][S:69]([CH3:72])(=[O:71])=[O:70])=[N:34][C:35]([NH:38][C:39]2[C:40]([O:59][CH3:60])=[CH:41][C:42]3[C:48]([CH3:50])([CH3:49])[N:47]([C:51](=[O:56])[C:52]([F:55])([F:54])[F:53])[CH2:46][C:45](=[O:57])[NH:44][C:43]=3[CH:58]=2)=[N:36][CH:37]=1. (2) Given the product [Br:29][C:21]1[C:22]2[NH:26][C:25](=[O:27])[N:24]([CH3:28])[C:23]=2[C:18]([CH:15]([CH2:16][CH3:17])[CH2:13][CH3:14])=[CH:19][CH:20]=1, predict the reactants needed to synthesize it. The reactants are: N(C(C)(C)C#N)=NC(C)(C)C#N.[CH2:13]([CH:15]([C:18]1[C:23]2[N:24]([CH3:28])[C:25](=[O:27])[NH:26][C:22]=2[CH:21]=[CH:20][CH:19]=1)[CH2:16][CH3:17])[CH3:14].[Br:29]N1C(=O)CCC1=O. (3) The reactants are: [H-].[Na+].[C:3]([NH:6][CH:7]([C:13]([O:15][CH2:16][CH3:17])=[O:14])[C:8]([O:10][CH2:11][CH3:12])=[O:9])(=[O:5])[CH3:4].Br[CH:19]1[CH2:28][CH2:27][C:26]2[C:21](=[CH:22][CH:23]=[C:24]([CH2:29][CH2:30][CH2:31][CH2:32][CH2:33][CH2:34][CH2:35][CH3:36])[CH:25]=2)[C:20]1=[O:37]. Given the product [CH2:11]([O:10][C:8](=[O:9])[C:7]([NH:6][C:3](=[O:5])[CH3:4])([CH:19]1[CH2:28][CH2:27][C:26]2[C:21](=[CH:22][CH:23]=[C:24]([CH2:29][CH2:30][CH2:31][CH2:32][CH2:33][CH2:34][CH2:35][CH3:36])[CH:25]=2)[C:20]1=[O:37])[C:13]([O:15][CH2:16][CH3:17])=[O:14])[CH3:12], predict the reactants needed to synthesize it. (4) Given the product [CH3:25][C:26]1[S:27][C:28]([C:32]([C:2]2[CH:3]=[C:4]3[C:9](=[CH:10][CH:11]=2)[N:8]=[C:7]([C:12]2[CH:17]=[CH:16][CH:15]=[CH:14][CH:13]=2)[C:6]([O:18][CH3:19])=[CH:5]3)([C:34]2[N:38]([CH3:39])[N:37]=[N:36][CH:35]=2)[OH:33])=[C:29]([CH3:31])[N:30]=1, predict the reactants needed to synthesize it. The reactants are: Br[C:2]1[CH:3]=[C:4]2[C:9](=[CH:10][CH:11]=1)[N:8]=[C:7]([C:12]1[CH:17]=[CH:16][CH:15]=[CH:14][CH:13]=1)[C:6]([O:18][CH3:19])=[CH:5]2.[Li]CCCC.[CH3:25][C:26]1[S:27][C:28]([C:32]([C:34]2[N:38]([CH3:39])[N:37]=[N:36][CH:35]=2)=[O:33])=[C:29]([CH3:31])[N:30]=1. (5) Given the product [C:1]([O:5][C:6]([N:8]1[CH2:13][CH2:12][N:11]([C:14](=[O:26])[C:15]2[CH:20]=[C:19]([S:21]([CH3:24])(=[O:23])=[O:22])[CH:18]=[CH:17][C:16]=2[N:28]2[CH2:33][CH2:32][O:31][CH2:30][CH2:29]2)[CH:10]([CH3:27])[CH2:9]1)=[O:7])([CH3:4])([CH3:3])[CH3:2], predict the reactants needed to synthesize it. The reactants are: [C:1]([O:5][C:6]([N:8]1[CH2:13][CH2:12][N:11]([C:14](=[O:26])[C:15]2[CH:20]=[C:19]([S:21]([CH3:24])(=[O:23])=[O:22])[CH:18]=[CH:17][C:16]=2I)[CH:10]([CH3:27])[CH2:9]1)=[O:7])([CH3:4])([CH3:3])[CH3:2].[NH:28]1[CH2:33][CH2:32][O:31][CH2:30][CH2:29]1. (6) Given the product [F:19][C:3]1[CH:4]=[C:5]2[C:10](=[CH:11][C:2]=1[B:23]1[O:24][C:25]([CH3:27])([CH3:26])[C:21]([CH3:37])([CH3:20])[O:22]1)[CH2:9][N:8]([C:12]([O:14][C:15]([CH3:18])([CH3:17])[CH3:16])=[O:13])[CH2:7][CH2:6]2, predict the reactants needed to synthesize it. The reactants are: Br[C:2]1[CH:11]=[C:10]2[C:5]([CH2:6][CH2:7][N:8]([C:12]([O:14][C:15]([CH3:18])([CH3:17])[CH3:16])=[O:13])[CH2:9]2)=[CH:4][C:3]=1[F:19].[CH3:20][C:21]1([CH3:37])[C:25]([CH3:27])([CH3:26])[O:24][B:23]([B:23]2[O:24][C:25]([CH3:27])([CH3:26])[C:21]([CH3:37])([CH3:20])[O:22]2)[O:22]1.ClCCl.C([O-])(=O)C.[K+]. (7) Given the product [N:29]1[CH:30]=[CH:31][C:44]([C:43]2[N:42]=[C:3]([CH2:4][NH:5][C:6]([C:21]3[CH:20]=[CH:19][C:18]([C:16]([O:15][CH3:14])=[O:17])=[CH:26][CH:25]=3)=[O:12])[NH:1][N:2]=2)=[CH:33][CH:32]=1, predict the reactants needed to synthesize it. The reactants are: [NH:1]([C:3](=O)[CH2:4][NH:5][C:6](=[O:12])OC(C)(C)C)[NH2:2].[CH3:14][O:15][C:16]([C:18]1[CH:26]=[CH:25][C:21](C(O)=O)=[CH:20][CH:19]=1)=[O:17].C([N:29]([CH2:32][CH3:33])[CH2:30][CH3:31])C.CN(C(O[N:42]1N=N[C:44]2C=CC=N[C:43]1=2)=[N+](C)C)C.F[P-](F)(F)(F)(F)F.